Dataset: Forward reaction prediction with 1.9M reactions from USPTO patents (1976-2016). Task: Predict the product of the given reaction. Given the reactants [NH2:1][C:2]1[S:3][CH:4]=[CH:5][N:6]=1.[N+:7]([CH2:9][C:10]([O:12][CH3:13])=[O:11])#[C-:8].[CH:14](=O)[CH3:15], predict the reaction product. The product is: [CH3:14][C:15]1[N:1]=[C:2]2[N:6]([C:8]=1[NH:7][CH2:9][C:10]([O:12][CH3:13])=[O:11])[CH:5]=[CH:4][S:3]2.